From a dataset of Catalyst prediction with 721,799 reactions and 888 catalyst types from USPTO. Predict which catalyst facilitates the given reaction. (1) Reactant: C[O:2][C:3]1[CH:8]=[C:7]([CH2:9][CH2:10][CH2:11][CH2:12][CH3:13])[CH:6]=[C:5](OC)[C:4]=1[C@@H:16]1[CH2:21][CH2:20][CH2:19][CH2:18][C@H:17]1[C:22]([O:24]C)=[O:23].B(Br)(Br)Br. Product: [OH:2][C:3]1[CH:8]=[C:7]([CH2:9][CH2:10][CH2:11][CH2:12][CH3:13])[CH:6]=[C:5]2[C:4]=1[C@@H:16]1[CH2:21][CH2:20][CH2:19][CH2:18][C@H:17]1[C:22](=[O:24])[O:23]2. The catalyst class is: 4. (2) Reactant: [CH3:1][C:2]([CH3:34])([CH2:5][C@@:6]1([C:28]2[CH:33]=[CH:32][CH:31]=[CH:30][CH:29]=2)[O:11][C:10](=[O:12])[N:9]([C@H:13]([C:15]2[CH:20]=[CH:19][C:18]([C:21]3[CH:26]=[CH:25][C:24](=[O:27])[NH:23][CH:22]=3)=[CH:17][CH:16]=2)[CH3:14])[CH2:8][CH2:7]1)[C:3]#[N:4].C([O-])([O-])=O.[Cs+].[Cs+].[CH:41](I)([CH3:43])[CH3:42]. Product: [CH:41]([N:23]1[C:24](=[O:27])[CH:25]=[CH:26][C:21]([C:18]2[CH:19]=[CH:20][C:15]([C@@H:13]([N:9]3[CH2:8][CH2:7][C@:6]([CH2:5][C:2]([CH3:1])([CH3:34])[C:3]#[N:4])([C:28]4[CH:33]=[CH:32][CH:31]=[CH:30][CH:29]=4)[O:11][C:10]3=[O:12])[CH3:14])=[CH:16][CH:17]=2)=[CH:22]1)([CH3:43])[CH3:42]. The catalyst class is: 3.